This data is from Experimentally validated miRNA-target interactions with 360,000+ pairs, plus equal number of negative samples. The task is: Binary Classification. Given a miRNA mature sequence and a target amino acid sequence, predict their likelihood of interaction. (1) The miRNA is hsa-miR-8062 with sequence CAGUGAUUUGAGGAUUAUUGC. The protein sequence of the target gene is MPAPAATYERVVYKNPSEYHYMKVCLEFQDCGVGLNAAQFKQLLISAVKDLFGEVDAALPLDILTYEEKTLSAILRICSSGLVKLWSSLTLLGSYKGKKCAFRVIQVSPFLLALSGNSRELVLD. Result: 1 (interaction). (2) The miRNA is hsa-miR-4795-3p with sequence AUAUUAUUAGCCACUUCUGGAU. The protein sequence of the target gene is MEPGLWLLFGLTVTSAAGFVPCSQSGDAGRRGVSQAPTAARSEGDCEETVAGPGEETVAGPGEGTVAPTALQGPSPGSPGQEQAAEGAPEHHRSRRCTCFTYKDKECVYYCHLDIIWINTPEQTVPYGLSNYRGSFRGKRSAGPLPGNLQLSHRPHLRCACVGRYDKACLHFCTQTLDVSSNSRTAEKTDKEEEGKVEVKDQQSKQALDLHHPKLMPGSGLALAPSTCPRCLFQEGAP. Result: 0 (no interaction). (3) The miRNA is hsa-let-7a-5p with sequence UGAGGUAGUAGGUUGUAUAGUU. The protein sequence of the target gene is MADGQVAELLLRRLEASDGGLDSAELAAELGMEHQAVVGAVKSLQALGEVIEAELRSTKHWELTAEGEEIAREGSHEARVFRSIPPEGLAQSELMRLPSGKVGFSKAMSNKWIRVDKSAADGPRVFRVVDSMEDEVQRRLQLVRGGQAEKLGEKERSELRKRKLLAEVTLKTYWVSKGSAFSTSISKQETELSPEMISSGSWRDRPFKPYNFLAHGVLPDSGHLHPLLKVRSQFRQIFLEMGFTEMPTDNFIESSFWNFDALFQPQQHPARDQHDTFFLRDPAEALQLPMDYVQRVKRTH.... Result: 1 (interaction). (4) The miRNA is hsa-miR-212-3p with sequence UAACAGUCUCCAGUCACGGCC. The protein sequence of the target gene is MSDRLGQITKGKDGKSKYSTLSLFDKYKGKSVDAIRSSVIPRHGLQSLGKVAAARRMPPPANLPSLKSENKGNDPNIVIVPKDGTGWANKQDQQDPKSSSATASQPPESLPQPGLQKSVSNLQKPTQSISQENTNSVPGGPKSWAQLNGKPVGHEGGLRGSSRLLSFSPEEFPTLKAAGGQDKAGKEKGVLDLSYGPGPSLRPQNVTSWREGGGRHIISATSLSTSPTELGSRNSSTGDGAPSSACTSDSKDPSLRPAQPVRKGASQFMGNVYHPPTYHDMLPAFMCSPKSSENQGTVER.... Result: 0 (no interaction). (5) The miRNA is cel-miR-357-3p with sequence AAAUGCCAGUCGUUGCAGGAGU. The protein sequence of the target gene is MAAPASRQVRRRARAAPRPRSAEDWWWDRLAPRGSGYHLLQSDSMLLVLSEPGPARPRAQRRASRRTPRQPPRGPSAAAKPKAGLRSEAAAAPAPAPAPTPTPEEGPDAGWGDRIPLEILVQIFGLLVAADGPMPFLGRAARVCRRWQEAASQPALWHTVTLSSPLVGRPAKGGVKAEKKLLASLEWLMPNRFSQLQRLTLIHWKSQVHPVLKLVGECCPRLTFLKLSGCHGVTADALVMLAKACCQLHSLDLQHSMVESTAVVSFLEEAGSRMRKLWLTYSSQTTAILGALLGSCCPQL.... Result: 0 (no interaction).